Dataset: Forward reaction prediction with 1.9M reactions from USPTO patents (1976-2016). Task: Predict the product of the given reaction. (1) The product is: [CH2:31]([NH:30][C:28](=[O:29])[C:27]1[CH:38]=[CH:39][N:40]=[C:25]([NH:24][C:16](=[O:17])[C:15]2[CH:19]=[CH:20][CH:21]=[C:13]([C:12]([F:23])([F:22])[F:11])[CH:14]=2)[CH:26]=1)[C:32]1[CH:37]=[CH:36][CH:35]=[CH:34][CH:33]=1. Given the reactants FC1C=CC=CC=1C(Cl)=O.[F:11][C:12]([F:23])([F:22])[C:13]1[CH:14]=[C:15]([CH:19]=[CH:20][CH:21]=1)[C:16](Cl)=[O:17].[NH2:24][C:25]1[CH:26]=[C:27]([CH:38]=[CH:39][N:40]=1)[C:28]([NH:30][CH2:31][C:32]1[CH:37]=[CH:36][CH:35]=[CH:34][CH:33]=1)=[O:29], predict the reaction product. (2) Given the reactants [NH2:1][C:2]1[CH:3]=[C:4]([CH:25]=[CH:26][CH:27]=1)[O:5][C:6]1[CH:14]=[C:13]([F:15])[CH:12]=[C:11]([NH:16][C:17]2[CH:22]=[CH:21][C:20]([I:23])=[CH:19][C:18]=2[F:24])[C:7]=1[C:8]([NH2:10])=[O:9].C(N(C(C)C)C(C)C)C.[C:37](Cl)(=[O:39])[CH3:38], predict the reaction product. The product is: [C:37]([NH:1][C:2]1[CH:3]=[C:4]([CH:25]=[CH:26][CH:27]=1)[O:5][C:6]1[CH:14]=[C:13]([F:15])[CH:12]=[C:11]([NH:16][C:17]2[CH:22]=[CH:21][C:20]([I:23])=[CH:19][C:18]=2[F:24])[C:7]=1[C:8]([NH2:10])=[O:9])(=[O:39])[CH3:38]. (3) Given the reactants [OH:1][CH2:2][C@H:3]1[O:7][C:6](=[O:8])[CH2:5][CH2:4]1.[S:9](Cl)([C:12]1[CH:18]=[CH:17][C:15]([CH3:16])=[CH:14][CH:13]=1)(=[O:11])=[O:10].CCOC(C)=O, predict the reaction product. The product is: [CH3:16][C:15]1[CH:17]=[CH:18][C:12]([S:9]([O:1][CH2:2][C@@H:3]2[CH2:4][CH2:5][C:6](=[O:8])[O:7]2)(=[O:11])=[O:10])=[CH:13][CH:14]=1. (4) The product is: [Cl:1][C:2]1[C:3]2[N:4]([C:10]([C@@H:12]3[CH2:16][CH2:15][N:14]([C:17]([O:19][CH2:20][C:21]4[CH:26]=[CH:25][CH:24]=[CH:23][CH:22]=4)=[O:18])[CH2:13]3)=[N:9][CH:8]=2)[CH:5]=[CH:6][N:7]=1. Given the reactants [Cl:1][C:2]1[C:3]([CH2:8][NH:9][C:10]([C@@H:12]2[CH2:16][CH2:15][N:14]([C:17]([O:19][CH2:20][C:21]3[CH:26]=[CH:25][CH:24]=[CH:23][CH:22]=3)=[O:18])[CH2:13]2)=O)=[N:4][CH:5]=[CH:6][N:7]=1.P(Cl)(Cl)(Cl)=O.C(=O)([O-])O.[Na+].O, predict the reaction product. (5) Given the reactants [CH3:1][O:2][C:3]1[C:19]([NH2:20])=[CH:18][C:6]2[CH2:7][CH2:8][CH2:9][CH:10]([N:12]3[CH2:17][CH2:16][O:15][CH2:14][CH2:13]3)[CH2:11][C:5]=2[CH:4]=1.CS([C:24]1[N:29]=[CH:28][C:27]2=[CH:30][CH:31]=[C:32]([C:33]3[CH:38]=[CH:37][CH:36]=[CH:35][C:34]=3[N:39]([CH3:44])[S:40]([CH3:43])(=[O:42])=[O:41])[N:26]2[N:25]=1)=O.C(O)(C(F)(F)F)=O, predict the reaction product. The product is: [CH3:1][O:2][C:3]1[C:19]([NH:20][C:24]2[N:29]=[CH:28][C:27]3=[CH:30][CH:31]=[C:32]([C:33]4[CH:38]=[CH:37][CH:36]=[CH:35][C:34]=4[N:39]([CH3:44])[S:40]([CH3:43])(=[O:42])=[O:41])[N:26]3[N:25]=2)=[CH:18][C:6]2[CH2:7][CH2:8][CH2:9][CH:10]([N:12]3[CH2:13][CH2:14][O:15][CH2:16][CH2:17]3)[CH2:11][C:5]=2[CH:4]=1. (6) Given the reactants [F:1][C:2]1[CH:7]=[CH:6][C:5]([C:8]2[C:16](C(O)=O)=[C:11]3[CH:12]=[CH:13][CH:14]=[CH:15][N:10]3[N:9]=2)=[CH:4][CH:3]=1.C(=O)(O)[O-].[Na+].[Br:25]N1C(=O)CCC1=O.O, predict the reaction product. The product is: [F:1][C:2]1[CH:7]=[CH:6][C:5]([C:8]2[C:16]([Br:25])=[C:11]3[CH:12]=[CH:13][CH:14]=[CH:15][N:10]3[N:9]=2)=[CH:4][CH:3]=1. (7) Given the reactants [CH3:1][N:2]1[C:7](=[O:8])[C:6]2=[CH:9][NH:10][CH:11]=[C:5]2[C:4]([CH2:12][CH:13]([CH3:15])[CH3:14])=[N:3]1.Cl[CH2:17][C:18]1[CH:23]=[CH:22][CH:21]=[CH:20][C:19]=1[I:24].C(=O)([O-])[O-].[Cs+].[Cs+], predict the reaction product. The product is: [I:24][C:19]1[CH:20]=[CH:21][CH:22]=[CH:23][C:18]=1[CH2:17][N:10]1[CH:11]=[C:5]2[C:6]([C:7](=[O:8])[N:2]([CH3:1])[N:3]=[C:4]2[CH2:12][CH:13]([CH3:15])[CH3:14])=[CH:9]1. (8) Given the reactants O.[C:2]1(C(C)C)[CH:7]=[CH:6][CH:5]=[CH:4][CH:3]=1.[OH:11][CH2:12][C:13](=[O:15])[CH3:14], predict the reaction product. The product is: [C:2]1([OH:11])[CH:7]=[CH:6][CH:5]=[CH:4][CH:3]=1.[OH:11][CH2:12][C:13](=[O:15])[CH3:14].